Dataset: Forward reaction prediction with 1.9M reactions from USPTO patents (1976-2016). Task: Predict the product of the given reaction. (1) Given the reactants [Br:1][C:2]1[C:3]([NH2:14])=[N:4][CH:5]=[C:6]([CH:8]2[CH2:13][CH2:12][NH:11][CH2:10][CH2:9]2)[N:7]=1.CCN(C(C)C)C(C)C.Cl[C:25]([O:27][CH3:28])=[O:26], predict the reaction product. The product is: [NH2:14][C:3]1[N:4]=[CH:5][C:6]([CH:8]2[CH2:9][CH2:10][N:11]([C:25]([O:27][CH3:28])=[O:26])[CH2:12][CH2:13]2)=[N:7][C:2]=1[Br:1]. (2) Given the reactants [O:1]=[C:2]1[CH2:10][C:9]2[C:4](=[CH:5][CH:6]=[C:7]([C:11]3[CH2:16][CH2:15][N:14]([C:17]([O:19][C:20]([CH3:23])([CH3:22])[CH3:21])=[O:18])[CH2:13][CH:12]=3)[CH:8]=2)[NH:3]1, predict the reaction product. The product is: [O:1]=[C:2]1[CH2:10][C:9]2[C:4](=[CH:5][CH:6]=[C:7]([CH:11]3[CH2:16][CH2:15][N:14]([C:17]([O:19][C:20]([CH3:23])([CH3:22])[CH3:21])=[O:18])[CH2:13][CH2:12]3)[CH:8]=2)[NH:3]1. (3) Given the reactants [CH2:1]([C:5]1[CH:10]=[CH:9][C:8]([CH:11]([CH3:15])[C:12]([NH2:14])=O)=[CH:7][CH:6]=1)[CH:2]([CH3:4])[CH3:3].F[B-](F)(F)F.C([O+](CC)CC)C.[CH3:28][N:29]([CH3:34])[CH2:30][CH2:31][CH2:32][NH2:33], predict the reaction product. The product is: [CH2:1]([C:5]1[CH:10]=[CH:9][C:8]([CH:11]([CH3:15])[C:12]([NH:33][CH2:32][CH2:31][CH2:30][N:29]([CH3:34])[CH3:28])=[NH:14])=[CH:7][CH:6]=1)[CH:2]([CH3:4])[CH3:3]. (4) Given the reactants [F:1][C:2]1([F:27])[CH2:4][CH:3]1[CH2:5][N:6]1[C:10]2[CH:11]=[CH:12][C:13]([C:15]3[N:20]=[C:19]([CH2:21]O)[CH:18]=[CH:17][C:16]=3[CH3:23])=[CH:14][C:9]=2[N:8]([CH3:24])[S:7]1(=[O:26])=[O:25].C(N(CC)CC)C.S(Cl)(C)(=O)=O.[CH3:40][S:41]([N:44]1[CH2:49][CH2:48][NH:47][CH2:46][CH2:45]1)(=[O:43])=[O:42].CCN(C(C)C)C(C)C, predict the reaction product. The product is: [F:1][C:2]1([F:27])[CH2:4][CH:3]1[CH2:5][N:6]1[C:10]2[CH:11]=[CH:12][C:13]([C:15]3[C:16]([CH3:23])=[CH:17][CH:18]=[C:19]([CH2:21][N:47]4[CH2:48][CH2:49][N:44]([S:41]([CH3:40])(=[O:43])=[O:42])[CH2:45][CH2:46]4)[N:20]=3)=[CH:14][C:9]=2[N:8]([CH3:24])[S:7]1(=[O:26])=[O:25]. (5) Given the reactants [OH:1][B:2]1[C:6]2[C:7]([CH2:11][CH2:12][C:13]([OH:15])=[O:14])=[CH:8][CH:9]=[CH:10][C:5]=2[CH2:4][O:3]1.[C:16]([O-])([O-])=O.[K+].[K+].IC, predict the reaction product. The product is: [OH:1][B:2]1[C:6]2[C:7]([CH2:11][CH2:12][C:13]([O:15][CH3:16])=[O:14])=[CH:8][CH:9]=[CH:10][C:5]=2[CH2:4][O:3]1. (6) Given the reactants Br[C:2]1[S:6][C:5]([CH2:7][CH3:8])=[C:4]([C:9]([O:11][CH2:12][CH3:13])=[O:10])[CH:3]=1.C([Mg]Br)(C)C.[O:19]1CCC[CH2:20]1.CN(C)C=O.Cl, predict the reaction product. The product is: [CH2:7]([C:5]1[S:6][C:2]([CH:20]=[O:19])=[CH:3][C:4]=1[C:9]([O:11][CH2:12][CH3:13])=[O:10])[CH3:8]. (7) The product is: [N:10]1[CH:9]=[CH:8][N:6]2[C:5]=1[CH:4]=[CH:3][C:2]([NH2:11])=[N:7]2. Given the reactants Cl[C:2]1[CH:3]=[CH:4][C:5]2[N:6]([CH:8]=[CH:9][N:10]=2)[N:7]=1.[NH3:11], predict the reaction product.